This data is from Full USPTO retrosynthesis dataset with 1.9M reactions from patents (1976-2016). The task is: Predict the reactants needed to synthesize the given product. (1) The reactants are: [C:1](=[O:8])([O:3][C:4]([CH3:7])([CH3:6])[CH3:5])[NH2:2].[Li]CCCC.[C:14](Cl)(=[O:18])[CH:15]=[CH:16][CH3:17].[Li]CCCC.C(Cl)(=O)C=CC.C([O-])(O)=O.[Na+]. Given the product [C:14]([NH:2][C:1](=[O:8])[O:3][C:4]([CH3:7])([CH3:6])[CH3:5])(=[O:18])/[CH:15]=[CH:16]/[CH3:17], predict the reactants needed to synthesize it. (2) Given the product [F:1][C:2]1[CH:3]=[CH:4][C:5]([C:8]2[C:16]3[C:11](=[CH:12][CH:13]=[C:14]([C:17](=[O:19])[CH3:18])[CH:15]=3)[NH:10][N:9]=2)=[CH:6][CH:7]=1, predict the reactants needed to synthesize it. The reactants are: [F:1][C:2]1[CH:7]=[CH:6][C:5]([C:8]2[C:16]3[C:11](=[CH:12][CH:13]=[C:14]([C:17](=[O:19])[CH3:18])[CH:15]=3)[N:10](C3CCCCO3)[N:9]=2)=[CH:4][CH:3]=1.Cl. (3) Given the product [F:1][C:2]1[CH:7]=[CH:6][C:5]([CH:13]=[O:14])=[C:4]([OH:8])[C:3]=1[CH3:9], predict the reactants needed to synthesize it. The reactants are: [F:1][C:2]1[C:3]([CH3:9])=[C:4]([OH:8])[CH:5]=[CH:6][CH:7]=1.[Mg+2].[Cl-].[Cl-].[CH2:13]=[O:14].Cl. (4) Given the product [CH3:16][C:7]1[N:8]([CH2:12][C:13]2[O:15][C:27]([C:23]3[CH:22]=[N:21][CH:26]=[CH:25][CH:24]=3)=[N:29][N:30]=2)[C:9]2[C:5]([CH:6]=1)=[C:4]([C:17]([F:19])([F:18])[F:20])[C:3]([C:1]#[N:2])=[CH:11][CH:10]=2, predict the reactants needed to synthesize it. The reactants are: [C:1]([C:3]1[C:4]([C:17]([F:20])([F:19])[F:18])=[C:5]2[C:9](=[CH:10][CH:11]=1)[N:8]([CH2:12][C:13]([OH:15])=O)[C:7]([CH3:16])=[CH:6]2)#[N:2].[N:21]1[CH:26]=[CH:25][CH:24]=[C:23]([C:27]([NH:29][NH2:30])=O)[CH:22]=1. (5) Given the product [C:1]([O:5][C:6]([NH:8][CH2:9][CH2:10][CH:11]([O:16][Si:26]([C:23]([CH3:25])([CH3:24])[CH3:22])([CH3:28])[CH3:27])[C:12]([O:14][CH3:15])=[O:13])=[O:7])([CH3:3])([CH3:4])[CH3:2], predict the reactants needed to synthesize it. The reactants are: [C:1]([O:5][C:6]([NH:8][CH2:9][CH2:10][CH:11]([OH:16])[C:12]([O:14][CH3:15])=[O:13])=[O:7])([CH3:4])([CH3:3])[CH3:2].N1C=CN=C1.[CH3:22][C:23]([Si:26](Cl)([CH3:28])[CH3:27])([CH3:25])[CH3:24].